Dataset: Reaction yield outcomes from USPTO patents with 853,638 reactions. Task: Predict the reaction yield, written as a fraction of the theoretical maximum amount of product (1.0 means a 100% yield; for example, 0.34 means a 34% yield). (1) The yield is 0.690. The catalyst is CS(C)=O.O. The product is [F:22][C:19]1[CH:20]=[CH:21][C:16]([C:3]2[C:2]([N:36]([CH2:32][CH:33]([CH3:35])[CH3:34])[CH3:37])=[N:11][C:10]3[C:5](=[CH:6][CH:7]=[C:8]([C:12]([O:14][CH3:15])=[O:13])[CH:9]=3)[N:4]=2)=[CH:17][CH:18]=1. The reactants are Cl[C:2]1[C:3]([C:16]2[CH:21]=[CH:20][C:19]([F:22])=[CH:18][CH:17]=2)=[N:4][C:5]2[C:10]([N:11]=1)=[CH:9][C:8]([C:12]([O:14][CH3:15])=[O:13])=[CH:7][CH:6]=2.CCN(C(C)C)C(C)C.[CH2:32]([NH:36][CH3:37])[CH:33]([CH3:35])[CH3:34]. (2) The reactants are [NH2:1][C:2]1[CH:3]=[C:4]([C:8]2[CH:13]=[C:12]([C:14]3[CH:19]=[CH:18][CH:17]=[CH:16][C:15]=3[OH:20])[N:11]=[C:10]([NH:21][C:22](=[O:29])[C:23]3[CH:28]=[CH:27][CH:26]=[CH:25][CH:24]=3)[C:9]=2[C:30]#[N:31])[CH:5]=[CH:6][CH:7]=1.[C:32]([NH:39][CH2:40][CH2:41][C:42](O)=[O:43])([O:34][C:35]([CH3:38])([CH3:37])[CH3:36])=[O:33]. No catalyst specified. The product is [C:35]([O:34][C:32](=[O:33])[NH:39][CH2:40][CH2:41][C:42]([NH:1][C:2]1[CH:7]=[CH:6][CH:5]=[C:4]([C:8]2[CH:13]=[C:12]([C:14]3[CH:19]=[CH:18][CH:17]=[CH:16][C:15]=3[OH:20])[N:11]=[C:10]([NH:21][C:22](=[O:29])[C:23]3[CH:24]=[CH:25][CH:26]=[CH:27][CH:28]=3)[C:9]=2[C:30]#[N:31])[CH:3]=1)=[O:43])([CH3:38])([CH3:36])[CH3:37]. The yield is 0.740. (3) The reactants are C1C=CC(P(C2C=CC=CC=2)C2C=CC=CC=2)=CC=1.CCN(CC)CC.C(O)=O.[Cl:30][C:31]1[N:39]=[C:38](Cl)[C:37]([F:41])=[CH:36][C:32]=1[C:33]([OH:35])=[O:34]. The catalyst is CC([O-])=O.CC([O-])=O.[Pd+2].CN(C=O)C. The product is [Cl:30][C:31]1[N:39]=[CH:38][C:37]([F:41])=[CH:36][C:32]=1[C:33]([OH:35])=[O:34]. The yield is 0.880.